This data is from Forward reaction prediction with 1.9M reactions from USPTO patents (1976-2016). The task is: Predict the product of the given reaction. (1) Given the reactants [F:1][C:2]1[CH:9]=[C:8]([OH:10])[C:7]([C:11]2(O)[C:19]3[C:14](=[CH:15][CH:16]=[CH:17][CH:18]=3)[N:13]([CH2:20][C:21]3[CH:26]=[CH:25][C:24]([O:27][CH3:28])=[CH:23][CH:22]=3)[C:12]2=[O:29])=[CH:6][C:3]=1[C:4]#[N:5].C([SiH](CC)CC)C.FC(F)(F)C(O)=O, predict the reaction product. The product is: [F:1][C:2]1[CH:9]=[C:8]([OH:10])[C:7]([CH:11]2[C:19]3[C:14](=[CH:15][CH:16]=[CH:17][CH:18]=3)[N:13]([CH2:20][C:21]3[CH:22]=[CH:23][C:24]([O:27][CH3:28])=[CH:25][CH:26]=3)[C:12]2=[O:29])=[CH:6][C:3]=1[C:4]#[N:5]. (2) The product is: [C:1]([C:5]1[N:6]=[C:7]([N:16]2[CH2:20][CH2:19][C:18]([F:21])([F:22])[CH2:17]2)[C:8]2[C:9](=[N:11][N:12]([CH2:14][C:15]3[N:50]([CH3:46])[N:49]=[CH:48][N:47]=3)[N:13]=2)[N:10]=1)([CH3:2])([CH3:3])[CH3:4]. Given the reactants [C:1]([C:5]1[N:6]=[C:7]([N:16]2[CH2:20][CH2:19][C:18]([F:22])([F:21])[CH2:17]2)[C:8]2[C:9](=[N:11][N:12]([CH2:14][CH3:15])[N:13]=2)[N:10]=1)([CH3:4])([CH3:3])[CH3:2].C(C1N=C(N2CCC(F)(F)C2)C2N=NNC=2N=1)(C)(C)C.Cl.ClC[C:46]1[N:50](C)[N:49]=[CH:48][N:47]=1, predict the reaction product. (3) The product is: [F:21][C:19]1([F:22])[O:18][C:17]2[CH:23]=[CH:24][C:14]([C:11]3([C:9]([NH:8][C:6]4[CH:5]=[CH:4][C:3]([CH3:25])=[C:2]([C:42]5[CH:41]=[CH:40][C:39](=[O:53])[N:38]([CH2:37][CH2:36][S:33]([CH3:32])(=[O:34])=[O:35])[CH:43]=5)[N:7]=4)=[O:10])[CH2:13][CH2:12]3)=[CH:15][C:16]=2[O:20]1. Given the reactants Cl[C:2]1[N:7]=[C:6]([NH:8][C:9]([C:11]2([C:14]3[CH:24]=[CH:23][C:17]4[O:18][C:19]([F:22])([F:21])[O:20][C:16]=4[CH:15]=3)[CH2:13][CH2:12]2)=[O:10])[CH:5]=[CH:4][C:3]=1[CH3:25].C(=O)([O-])[O-].[K+].[K+].[CH3:32][S:33]([CH2:36][CH2:37][N:38]1[CH:43]=[C:42](B2OC(C)(C)C(C)(C)O2)[CH:41]=[CH:40][C:39]1=[O:53])(=[O:35])=[O:34].FC(F)(F)C(O)=O, predict the reaction product. (4) Given the reactants [F:1][C:2]1[CH:31]=[C:30]([I:32])[CH:29]=[CH:28][C:3]=1[NH:4][C:5]1[C:6]([C:21]([NH:23][CH2:24][CH2:25][CH2:26][OH:27])=[O:22])=[CH:7][N:8]([CH2:12][CH2:13][O:14]C2CCCCO2)[C:9](=[O:11])[CH:10]=1.Cl.O1CCCCC1OC1CCCCO1, predict the reaction product. The product is: [F:1][C:2]1[CH:31]=[C:30]([I:32])[CH:29]=[CH:28][C:3]=1[NH:4][C:5]1[C:6]([C:21]([NH:23][CH2:24][CH2:25][CH2:26][OH:27])=[O:22])=[CH:7][N:8]([CH2:12][CH2:13][OH:14])[C:9](=[O:11])[CH:10]=1. (5) Given the reactants [OH:1][CH2:2][CH:3]1[CH2:8][CH2:7][N:6](C(OC(C)(C)C)=O)[CH2:5][CH2:4]1.[CH:16]1([N:21]=[C:22]=[O:23])[CH2:20][CH2:19][CH2:18][CH2:17]1.[ClH:24].CCOCC, predict the reaction product. The product is: [ClH:24].[CH:16]1([NH:21][C:22](=[O:23])[O:1][CH2:2][CH:3]2[CH2:4][CH2:5][NH:6][CH2:7][CH2:8]2)[CH2:20][CH2:19][CH2:18][CH2:17]1. (6) Given the reactants [C:1]([O:5][C:6]([N:8]1[CH2:13][CH2:12][C:11](=O)[CH2:10][CH2:9]1)=[O:7])([CH3:4])([CH3:3])[CH3:2].[C:15]([C:19]1[CH:25]=[CH:24][CH:23]=[CH:22][C:20]=1[NH2:21])([CH3:18])([CH3:17])[CH3:16].C(O)(=O)C.C(O[BH-](OC(=O)C)OC(=O)C)(=O)C.[Na+].C(=O)(O)[O-].[Na+], predict the reaction product. The product is: [C:1]([O:5][C:6]([N:8]1[CH2:13][CH2:12][CH:11]([NH:21][C:20]2[CH:22]=[CH:23][CH:24]=[CH:25][C:19]=2[C:15]([CH3:18])([CH3:17])[CH3:16])[CH2:10][CH2:9]1)=[O:7])([CH3:4])([CH3:3])[CH3:2]. (7) Given the reactants [CH2:1]1[C:10]2[C:5](=[CH:6][CH:7]=[CH:8][CH:9]=2)[CH2:4][CH2:3][N:2]1[CH2:11][CH:12]([OH:38])[CH2:13][NH:14][C:15]([C:17]1[CH:18]=[C:19]([CH:35]=[CH:36][CH:37]=1)[CH2:20][N:21]([CH:29]1[CH2:34][CH2:33][O:32][CH2:31][CH2:30]1)C(=O)OC(C)(C)C)=[O:16].C(O)(C(F)(F)F)=O, predict the reaction product. The product is: [CH2:1]1[C:10]2[C:5](=[CH:6][CH:7]=[CH:8][CH:9]=2)[CH2:4][CH2:3][N:2]1[CH2:11][CH:12]([OH:38])[CH2:13][NH:14][C:15](=[O:16])[C:17]1[CH:37]=[CH:36][CH:35]=[C:19]([CH2:20][NH:21][CH:29]2[CH2:34][CH2:33][O:32][CH2:31][CH2:30]2)[CH:18]=1. (8) The product is: [CH2:1]([N:3]([CH2:14][C:15]1[NH:19][C:18]2[CH:20]=[CH:21][C:22]([C:24]([N:26]3[CH2:39][CH2:40][O:41][CH2:28][CH2:27]3)=[O:25])=[CH:23][C:17]=2[N:16]=1)[CH:4]1[C:13]2[N:12]=[CH:11][CH:10]=[CH:9][C:8]=2[CH2:7][CH2:6][CH2:5]1)[CH3:2]. Given the reactants [CH2:1]([N:3]([CH2:14][C:15]1[NH:19][C:18]2[CH:20]=[CH:21][C:22]([C:24]([NH:26][CH2:27][CH2:28]C3N=CNC=3)=[O:25])=[CH:23][C:17]=2[N:16]=1)[CH:4]1[C:13]2[N:12]=[CH:11][CH:10]=[CH:9][C:8]=2[CH2:7][CH2:6][CH2:5]1)[CH3:2].FC1[C:40]([O:41]C(C2C=CC3NC(CN(CC)C4C5N=CC=CC=5CCC4)=NC=3C=2)=O)=[C:39](F)C(F)=C(F)C=1F.N1CCOCC1, predict the reaction product. (9) The product is: [CH2:1]([N:3]([CH2:7][CH3:8])[C:4]([N:23]1[C:24]([CH3:26])=[CH:25][C:21]([O:20][C:11]2[C:10]([Cl:9])=[CH:15][C:14]([C:16]([F:19])([F:18])[F:17])=[CH:13][N:12]=2)=[N:22]1)=[O:5])[CH3:2]. Given the reactants [CH2:1]([N:3]([CH2:7][CH3:8])[C:4](Cl)=[O:5])[CH3:2].[Cl:9][C:10]1[C:11]([O:20][C:21]2[CH:25]=[C:24]([CH3:26])[NH:23][N:22]=2)=[N:12][CH:13]=[C:14]([C:16]([F:19])([F:18])[F:17])[CH:15]=1.C(=O)([O-])[O-].[K+].[K+].Cl, predict the reaction product. (10) The product is: [N:1]1[N:2]([C:7]2[CH:12]=[CH:11][C:10]([C:13](=[O:16])[CH2:14][CH3:15])=[CH:9][CH:8]=2)[N:3]=[CH:4][CH:5]=1. Given the reactants [N:1]1[NH:2][N:3]=[CH:4][CH:5]=1.Br[C:7]1[CH:12]=[CH:11][C:10]([C:13](=[O:16])[CH2:14][CH3:15])=[CH:9][CH:8]=1.P([O-])([O-])([O-])=O.[K+].[K+].[K+].O, predict the reaction product.